Dataset: Reaction yield outcomes from USPTO patents with 853,638 reactions. Task: Predict the reaction yield, written as a fraction of the theoretical maximum amount of product (1.0 means a 100% yield; for example, 0.34 means a 34% yield). (1) The reactants are [C:1]1([CH:11]=O)[C:10]2[C:5](=[CH:6][CH:7]=[CH:8][CH:9]=2)[CH:4]=[CH:3][CH:2]=1.[CH3:13][C:14]([CH3:16])=[O:15].[OH-].[Na+].O. The catalyst is C(O)C. The product is [C:1]1([CH:11]=[CH:13][C:14](=[O:15])[CH:16]=[CH:11][C:1]2[C:10]3[C:5](=[CH:6][CH:7]=[CH:8][CH:9]=3)[CH:4]=[CH:3][CH:2]=2)[C:10]2[C:5](=[CH:6][CH:7]=[CH:8][CH:9]=2)[CH:4]=[CH:3][CH:2]=1. The yield is 0.380. (2) The reactants are [NH2:1][C:2]1[C:11]2[C:6](=[CH:7][C:8]([Br:12])=[CH:9][CH:10]=2)[CH:5]=[CH:4][C:3]=1[NH:13][C:14]([C@@H:16]1[C@H:21]2[CH2:22][C@H:18]([CH2:19][CH2:20]2)[N:17]1[C:23]([O:25][C:26]([CH3:29])([CH3:28])[CH3:27])=[O:24])=O.CC(O)=O.[OH-].[Na+]. The catalyst is C(OCC)(=O)C. The product is [Br:12][C:8]1[CH:7]=[C:6]2[C:11](=[CH:10][CH:9]=1)[C:2]1[NH:1][C:14]([C@@H:16]3[C@H:21]4[CH2:22][C@H:18]([CH2:19][CH2:20]4)[N:17]3[C:23]([O:25][C:26]([CH3:29])([CH3:28])[CH3:27])=[O:24])=[N:13][C:3]=1[CH:4]=[CH:5]2. The yield is 0.930. (3) The reactants are CCN(C(C)C)C(C)C.[N:10]1[CH:15]=[CH:14][N:13]=[CH:12][C:11]=1[C:16]([OH:18])=O.C1C=CC2N(O)N=NC=2C=1.CCN=C=NCCCN(C)C.FC(F)(F)C(O)=O.[NH2:47][CH2:48][C:49]([N:51]1[CH2:56][CH2:55][N:54]([C:57](=[O:68])[C:58]2[CH:63]=[CH:62][CH:61]=[CH:60][C:59]=2[C:64]([F:67])([F:66])[F:65])[CH2:53][CH2:52]1)=[O:50]. The catalyst is CN(C=O)C.O. The product is [O:50]=[C:49]([N:51]1[CH2:52][CH2:53][N:54]([C:57](=[O:68])[C:58]2[CH:63]=[CH:62][CH:61]=[CH:60][C:59]=2[C:64]([F:67])([F:66])[F:65])[CH2:55][CH2:56]1)[CH2:48][NH:47][C:16]([C:11]1[CH:12]=[N:13][CH:14]=[CH:15][N:10]=1)=[O:18]. The yield is 0.329. (4) The catalyst is C1COCC1. The yield is 1.00. The product is [CH3:1][Si:2]([CH3:7])([CH3:6])[C:3]#[C:4][CH2:5][CH2:20][CH:21]1[CH2:23][O:22]1. The reactants are [CH3:1][Si:2]([CH3:7])([CH3:6])[C:3]#[C:4][CH3:5].[Li]CCCC.CCCCCC.Cl[CH2:20][CH:21]1[CH2:23][O:22]1. (5) The reactants are [C:1]([O:5][C:6]([NH:8][C@H:9]([CH2:13][C:14]#[CH:15])[C:10](O)=O)=[O:7])([CH3:4])([CH3:3])[CH3:2].[NH2:16][C:17]1[CH:25]=[C:24]([Cl:26])[CH:23]=[CH:22][C:18]=1[C:19]([OH:21])=O.P(OC1C=CC=CC=1)(OC1C=CC=CC=1)OC1C=CC=CC=1.[C:49]1([NH:55][NH2:56])[CH:54]=[CH:53][CH:52]=[CH:51][CH:50]=1. The catalyst is N1C=CC=CC=1. The product is [C:1]([O:5][C:6](=[O:7])[NH:8][C@@H:9]([C:10]1[N:56]([NH:55][C:49]2[CH:54]=[CH:53][CH:52]=[CH:51][CH:50]=2)[C:19](=[O:21])[C:18]2[C:17](=[CH:25][C:24]([Cl:26])=[CH:23][CH:22]=2)[N:16]=1)[CH2:13][C:14]#[CH:15])([CH3:4])([CH3:3])[CH3:2]. The yield is 0.534. (6) The reactants are C(=O)([O-])[O-].[Na+].[Na+].[F:7][C:8]1[CH:13]=[C:12](B(O)O)[CH:11]=[CH:10][N:9]=1.Cl[C:18]1[N:23]=[CH:22][N:21]=[C:20]([NH:24][CH:25]2[CH2:30][CH2:29][O:28][CH2:27][CH2:26]2)[CH:19]=1.O1CCOCC1.O. The catalyst is O.C1C=CC(P(C2C=CC=CC=2)[C-]2C=CC=C2)=CC=1.C1C=CC(P(C2C=CC=CC=2)[C-]2C=CC=C2)=CC=1.Cl[Pd]Cl.[Fe+2]. The product is [F:7][C:8]1[CH:13]=[C:12]([C:18]2[N:23]=[CH:22][N:21]=[C:20]([NH:24][CH:25]3[CH2:30][CH2:29][O:28][CH2:27][CH2:26]3)[CH:19]=2)[CH:11]=[CH:10][N:9]=1. The yield is 0.683. (7) The reactants are [OH-].[Na+].C([O:5][C:6]([C:8]1([CH:12]2[C:25]3[C:20](=[N:21][C:22]([C:26]4[CH:35]=[CH:34][C:29]([C:30]([O:32]C)=[O:31])=[CH:28][CH:27]=4)=[CH:23][CH:24]=3)[O:19][C:18]3[C:13]2=[CH:14][CH:15]=[CH:16][CH:17]=3)[CH2:11][CH2:10][CH2:9]1)=[O:7])C.Cl. The catalyst is CO. The product is [C:6]([C:8]1([CH:12]2[C:25]3[C:20](=[N:21][C:22]([C:26]4[CH:27]=[CH:28][C:29]([C:30]([OH:32])=[O:31])=[CH:34][CH:35]=4)=[CH:23][CH:24]=3)[O:19][C:18]3[C:13]2=[CH:14][CH:15]=[CH:16][CH:17]=3)[CH2:11][CH2:10][CH2:9]1)([OH:7])=[O:5]. The yield is 0.930.